This data is from Retrosynthesis with 50K atom-mapped reactions and 10 reaction types from USPTO. The task is: Predict the reactants needed to synthesize the given product. (1) Given the product CCOC(=O)c1cc2cc(OC(C)=O)ccc2n1Cc1ccc(Cl)c(Cl)c1, predict the reactants needed to synthesize it. The reactants are: CCOC(=O)c1cc2cc(OC(C)=O)ccc2[nH]1.Clc1ccc(CBr)cc1Cl. (2) Given the product O=C(O)C(F)(F)F, predict the reactants needed to synthesize it. The reactants are: CC(C)(C)OC(=O)NCc1cccc(C2CCN(C(=O)c3ccc(C#Cc4ccccc4F)o3)CC2)c1. (3) The reactants are: Cn1cc(N)cn1.OC1(c2ccccc2Nc2nc(Cl)ncc2Cl)CCOCC1. Given the product Cn1cc(Nc2ncc(Cl)c(Nc3ccccc3C3(O)CCOCC3)n2)cn1, predict the reactants needed to synthesize it. (4) Given the product COc1cc(CNc2ncc(I)cc2N)ccc1OCc1ccc(C)nc1, predict the reactants needed to synthesize it. The reactants are: COc1cc(CNc2ncc(I)cc2[N+](=O)[O-])ccc1OCc1ccc(C)nc1.